The task is: Regression. Given a peptide amino acid sequence and an MHC pseudo amino acid sequence, predict their binding affinity value. This is MHC class I binding data.. This data is from Peptide-MHC class I binding affinity with 185,985 pairs from IEDB/IMGT. (1) The peptide sequence is SSPLFNNFYK. The MHC is HLA-A68:01 with pseudo-sequence HLA-A68:01. The binding affinity (normalized) is 0.830. (2) The peptide sequence is ITGNADNL. The MHC is H-2-Db with pseudo-sequence H-2-Db. The binding affinity (normalized) is 0.00497.